From a dataset of Forward reaction prediction with 1.9M reactions from USPTO patents (1976-2016). Predict the product of the given reaction. (1) The product is: [CH2:16]([O:15][C:7]1[CH:6]=[C:5]([CH2:4][NH2:1])[CH:10]=[C:9]([C:11]([Cl:14])([CH3:13])[CH3:12])[CH:8]=1)[C:17]1[CH:18]=[CH:19][CH:20]=[CH:21][CH:22]=1. Given the reactants [N:1]([CH2:4][C:5]1[CH:10]=[C:9]([C:11]([Cl:14])([CH3:13])[CH3:12])[CH:8]=[C:7]([O:15][CH2:16][C:17]2[CH:22]=[CH:21][CH:20]=[CH:19][CH:18]=2)[CH:6]=1)=[N+]=[N-], predict the reaction product. (2) Given the reactants C([O:5][C:6](=[O:38])[CH2:7][N:8]1[CH2:13][CH2:12][N:11]([C:14]2[CH:15]=[C:16]3[C:21](=[CH:22][CH:23]=2)[N:20]=[CH:19][N:18]([C:24]2[CH:29]=[C:28]([C:30]([NH:32][CH:33]4[CH2:35][CH2:34]4)=[O:31])[CH:27]=[CH:26][C:25]=2[CH3:36])[C:17]3=[O:37])[CH2:10][CH2:9]1)(C)(C)C.Cl.O, predict the reaction product. The product is: [CH:33]1([NH:32][C:30]([C:28]2[CH:27]=[CH:26][C:25]([CH3:36])=[C:24]([N:18]3[C:17](=[O:37])[C:16]4[C:21](=[CH:22][CH:23]=[C:14]([N:11]5[CH2:10][CH2:9][N:8]([CH2:7][C:6]([OH:38])=[O:5])[CH2:13][CH2:12]5)[CH:15]=4)[N:20]=[CH:19]3)[CH:29]=2)=[O:31])[CH2:34][CH2:35]1. (3) Given the reactants [C:1]([N:8]([CH3:10])[OH:9])([O:3][C:4]([CH3:7])([CH3:6])[CH3:5])=[O:2].[H-].[Na+].Br[CH2:14][CH2:15][CH2:16][CH2:17][O:18][Si:19]([C:32]([CH3:35])([CH3:34])[CH3:33])([C:26]1[CH:31]=[CH:30][CH:29]=[CH:28][CH:27]=1)[C:20]1[CH:25]=[CH:24][CH:23]=[CH:22][CH:21]=1, predict the reaction product. The product is: [C:32]([Si:19]([C:20]1[CH:21]=[CH:22][CH:23]=[CH:24][CH:25]=1)([C:26]1[CH:31]=[CH:30][CH:29]=[CH:28][CH:27]=1)[O:18][CH2:17][CH2:16][CH2:15][CH2:14][O:9][N:8]([CH3:10])[C:1]([O:3][C:4]([CH3:7])([CH3:6])[CH3:5])=[O:2])([CH3:33])([CH3:34])[CH3:35].